This data is from Forward reaction prediction with 1.9M reactions from USPTO patents (1976-2016). The task is: Predict the product of the given reaction. (1) Given the reactants [CH3:1][C:2]1[N:11]=[CH:10][CH:9]=[CH:8][C:3]=1[C:4]([O:6][CH3:7])=[O:5].C(C1C=C[N:18]=[C:17](CN)C=1)(C)C, predict the reaction product. The product is: [C:17]([C:10]1[CH:9]=[CH:8][C:3]([C:4]([O:6][CH3:7])=[O:5])=[C:2]([CH3:1])[N:11]=1)#[N:18]. (2) Given the reactants [CH:1]1([CH2:7][CH:8]2[O:12][C:11](=[O:13])[CH:10]=[C:9]2[OH:14])[CH2:6][CH2:5][CH2:4][CH2:3][CH2:2]1.CCN(CC)CC.C(Cl)CCl.[CH:26]1([C:32](O)=[O:33])[CH2:31][CH2:30][CH2:29][CH2:28][CH2:27]1.Cl.[Na+].[Cl-], predict the reaction product. The product is: [CH:26]1([C:32]([C:10]2[C:11](=[O:13])[O:12][CH:8]([CH2:7][CH:1]3[CH2:2][CH2:3][CH2:4][CH2:5][CH2:6]3)[C:9]=2[OH:14])=[O:33])[CH2:31][CH2:30][CH2:29][CH2:28][CH2:27]1. (3) The product is: [Cl:39][C:38]1[CH:37]=[CH:36][C:35]([CH:40]([CH:49]2[CH2:51][CH2:50]2)[CH2:41][C:42]([O:44][C:45]([CH3:48])([CH3:46])[CH3:47])=[O:43])=[CH:34][C:33]=1[NH:32][C:9](=[O:11])[C@H:8]([C:5]1[CH:4]=[CH:3][C:2]([Cl:1])=[CH:7][CH:6]=1)[C@@H:12]([CH3:17])[C:13]([F:16])([F:15])[F:14]. Given the reactants [Cl:1][C:2]1[CH:7]=[CH:6][C:5]([C@H:8]([C@@H:12]([CH3:17])[C:13]([F:16])([F:15])[F:14])[C:9]([OH:11])=O)=[CH:4][CH:3]=1.ClC(N(C)C)=C(C)C.N1C=CC=CC=1.[NH2:32][C:33]1[CH:34]=[C:35]([CH:40]([CH:49]2[CH2:51][CH2:50]2)[CH2:41][C:42]([O:44][C:45]([CH3:48])([CH3:47])[CH3:46])=[O:43])[CH:36]=[CH:37][C:38]=1[Cl:39], predict the reaction product. (4) The product is: [C:24]([CH:22]([NH:23][C:2]1[C:11]([C:12]([OH:14])=[O:13])=[CH:10][C:9]2[C:4](=[CH:5][CH:6]=[C:7]([Cl:15])[CH:8]=2)[N:3]=1)[CH2:21][C:20]1[CH:27]=[CH:28][CH:29]=[C:18]([O:17][CH3:16])[CH:19]=1)([OH:26])=[O:25]. Given the reactants Cl[C:2]1[C:11]([C:12]([OH:14])=[O:13])=[CH:10][C:9]2[C:4](=[CH:5][CH:6]=[C:7]([Cl:15])[CH:8]=2)[N:3]=1.[CH3:16][O:17][C:18]1[CH:19]=[C:20]([CH:27]=[CH:28][CH:29]=1)[CH2:21][CH:22]([C:24]([OH:26])=[O:25])[NH2:23], predict the reaction product. (5) Given the reactants [Cl-].[Al+3].[Cl-].[Cl-].C1(OC)C=CC=CC=1.[CH:13]1[C:22]2[C:16]([CH:17]=[CH:18][CH:19]=[CH:20][CH:21]=2)=[CH:15][C:14]=1[CH2:23][C:24]1[CH:25]=[CH:26][C:27]([O:69]CC2C=CC=CC=2)=[C:28]([C@@H:30]2[O:59][C@H:58]([CH2:60][O:61]CC3C=CC=CC=3)[C@@H:49]([O:50]CC3C=CC=CC=3)[C@H:40]([O:41]CC3C=CC=CC=3)[C@H:31]2[O:32]CC2C=CC=CC=2)[CH:29]=1.O, predict the reaction product. The product is: [CH:13]1[C:22]2[C:16]([CH:17]=[CH:18][CH:19]=[CH:20][CH:21]=2)=[CH:15][C:14]=1[CH2:23][C:24]1[CH:25]=[CH:26][C:27]([OH:69])=[C:28]([C@@H:30]2[O:59][C@H:58]([CH2:60][OH:61])[C@@H:49]([OH:50])[C@H:40]([OH:41])[C@H:31]2[OH:32])[CH:29]=1. (6) Given the reactants [NH:1]1[C:5]([C:6]([O:8][CH2:9][CH3:10])=[O:7])=[CH:4][C:3]([C:11]([O:13][CH2:14][CH3:15])=[O:12])=[N:2]1.[C:16]([NH:23][CH2:24][CH2:25]O)([O:18][C:19]([CH3:22])([CH3:21])[CH3:20])=[O:17].C1(P(C2C=CC=CC=2)C2C=CC=CC=2)C=CC=CC=1.N(C(OC(C)(C)C)=O)=NC(OC(C)(C)C)=O, predict the reaction product. The product is: [C:19]([O:18][C:16]([NH:23][CH2:24][CH2:25][N:1]1[C:5]([C:6]([O:8][CH2:9][CH3:10])=[O:7])=[CH:4][C:3]([C:11]([O:13][CH2:14][CH3:15])=[O:12])=[N:2]1)=[O:17])([CH3:22])([CH3:21])[CH3:20]. (7) Given the reactants Cl.[NH2:2][CH2:3][C:4]([O:6][CH2:7][CH3:8])=[O:5].[Br:9][CH:10]([CH2:14][CH2:15][Br:16])[C:11](Cl)=[O:12].[OH-].[Na+], predict the reaction product. The product is: [Br:9][CH:10]([CH2:14][CH2:15][Br:16])[C:11]([NH:2][CH2:3][C:4]([O:6][CH2:7][CH3:8])=[O:5])=[O:12]. (8) Given the reactants Cl.Cl[CH2:3][C:4]1[C:5]([NH:14][CH3:15])=[CH:6][C:7]([N:10]([O:12][CH3:13])[CH3:11])=[N:8][CH:9]=1.[F:16][C:17]1[CH:23]=[CH:22][C:20]([NH2:21])=[CH:19][C:18]=1[N+:24]([O-:26])=[O:25], predict the reaction product. The product is: [F:16][C:17]1[CH:23]=[CH:22][C:20]([NH:21][CH2:3][C:4]2[C:5]([NH:14][CH3:15])=[CH:6][C:7]([N:10]([O:12][CH3:13])[CH3:11])=[N:8][CH:9]=2)=[CH:19][C:18]=1[N+:24]([O-:26])=[O:25]. (9) Given the reactants C([O:3][C:4](=O)[CH:5]([C:12]1[N:13]([C:20]2[CH:25]=[CH:24][C:23]([Cl:26])=[CH:22][CH:21]=2)[N:14]=[C:15]2[CH2:19][CH2:18][CH2:17][C:16]=12)[CH:6]1[CH2:11][CH2:10][CH2:9][CH2:8][CH2:7]1)C.[H-].[Al+3].[Li+].[H-].[H-].[H-], predict the reaction product. The product is: [Cl:26][C:23]1[CH:22]=[CH:21][C:20]([N:13]2[C:12]([CH:5]([CH:6]3[CH2:11][CH2:10][CH2:9][CH2:8][CH2:7]3)[CH2:4][OH:3])=[C:16]3[CH2:17][CH2:18][CH2:19][C:15]3=[N:14]2)=[CH:25][CH:24]=1. (10) Given the reactants [CH:1]([C:3]1[CH:4]=[CH:5][C:6](OS(C(F)(F)F)(=O)=O)=[C:7]([CH:12]=1)[C:8]([O:10][CH3:11])=[O:9])=[O:2].[CH3:21][Sn](C)(C)C, predict the reaction product. The product is: [CH:1]([C:3]1[CH:4]=[CH:5][C:6]([CH3:21])=[C:7]([CH:12]=1)[C:8]([O:10][CH3:11])=[O:9])=[O:2].